From a dataset of Full USPTO retrosynthesis dataset with 1.9M reactions from patents (1976-2016). Predict the reactants needed to synthesize the given product. (1) Given the product [NH2:23][C:18]1[CH:19]=[CH:20][CH:21]=[CH:22][C:17]=1[C:15]1[NH:14][C:10]2=[N:11][CH:12]=[CH:13][C:8]([C:6]3[CH:5]=[CH:4][C:3]([CH2:26][NH:27][C:28](=[O:34])[O:29][C:30]([CH3:31])([CH3:32])[CH3:33])=[C:2]([F:1])[CH:7]=3)=[C:9]2[N:16]=1, predict the reactants needed to synthesize it. The reactants are: [F:1][C:2]1[CH:7]=[C:6]([C:8]2[CH:13]=[CH:12][N:11]=[C:10]3[NH:14][C:15]([C:17]4[CH:22]=[CH:21][CH:20]=[CH:19][C:18]=4[N+:23]([O-])=O)=[N:16][C:9]=23)[CH:5]=[CH:4][C:3]=1[CH2:26][NH:27][C:28](=[O:34])[O:29][C:30]([CH3:33])([CH3:32])[CH3:31]. (2) Given the product [CH3:8][C:7]1[C:5](=[O:6])[NH:4][C:2](=[O:3])[N:1]([CH2:14][C:13]2[CH:16]=[CH:17][CH:18]=[C:11]([F:10])[CH:12]=2)[CH:9]=1, predict the reactants needed to synthesize it. The reactants are: [NH:1]1[CH:9]=[C:7]([CH3:8])[C:5](=[O:6])[NH:4][C:2]1=[O:3].[F:10][C:11]1[CH:12]=[C:13]([CH:16]=[CH:17][CH:18]=1)[CH2:14]Cl. (3) Given the product [OH:10][C:9]1[C:2]([O:1][CH3:13])=[C:3]([CH:6]=[CH:7][CH:8]=1)[CH:4]=[O:5], predict the reactants needed to synthesize it. The reactants are: [OH:1][C:2]1[C:9]([OH:10])=[CH:8][CH:7]=[CH:6][C:3]=1[CH:4]=[O:5].[H-].[Na+].[CH3:13]I. (4) Given the product [CH2:77]([O:79][C:80]([N:82]1[CH2:87][CH2:86][N:85]([C:10](=[O:11])[C@@H:9]([NH:13][C:14]([C:16]2[CH:20]=[C:19]([O:21][CH2:22][C:23]([N:25]3[CH2:29][CH2:28][CH2:27][C@H:26]3[C:30](=[O:36])[NH:31][CH:32]3[CH2:33][CH2:34][CH2:35]3)=[O:24])[N:18]([C:37]3[CH:38]=[CH:39][CH:40]=[CH:41][CH:42]=3)[N:17]=2)=[O:15])[CH2:8][CH2:7][C:6]([OH:43])=[O:5])[C@H:84]([CH3:88])[CH2:83]1)=[O:81])[CH3:78], predict the reactants needed to synthesize it. The reactants are: C([O:5][C:6](=[O:43])[CH2:7][CH2:8][C@H:9]([NH:13][C:14]([C:16]1[CH:20]=[C:19]([O:21][CH2:22][C:23]([N:25]2[CH2:29][CH2:28][CH2:27][C@H:26]2[C:30](=[O:36])[NH:31][CH:32]2[CH2:35][CH2:34][CH2:33]2)=[O:24])[N:18]([C:37]2[CH:42]=[CH:41][CH:40]=[CH:39][CH:38]=2)[N:17]=1)=[O:15])[C:10](O)=[O:11])(C)(C)C.CCN(C(C)C)C(C)C.CN(C(ON1N=NC2C=CC=NC1=2)=[N+](C)C)C.F[P-](F)(F)(F)(F)F.[CH2:77]([O:79][C:80]([N:82]1[CH2:87][CH2:86][NH:85][C@H:84]([CH3:88])[CH2:83]1)=[O:81])[CH3:78]. (5) Given the product [CH:19]1([CH:2]([NH:25][C:26]2[CH:35]=[CH:34][C:29]([C:30]([OH:32])=[O:31])=[CH:28][CH:27]=2)[C:3]2[CH:7]=[C:6]([C:8]3[CH:13]=[CH:12][C:11]([C:14]([F:17])([F:16])[F:15])=[CH:10][CH:9]=3)[S:5][C:4]=2[CH3:18])[CH2:24][CH2:23][CH2:22][CH2:21][CH2:20]1, predict the reactants needed to synthesize it. The reactants are: Cl[CH:2]([CH:19]1[CH2:24][CH2:23][CH2:22][CH2:21][CH2:20]1)[C:3]1[CH:7]=[C:6]([C:8]2[CH:13]=[CH:12][C:11]([C:14]([F:17])([F:16])[F:15])=[CH:10][CH:9]=2)[S:5][C:4]=1[CH3:18].[NH2:25][C:26]1[CH:35]=[CH:34][C:29]([C:30]([O:32]C)=[O:31])=[CH:28][CH:27]=1.[I-].[Na+].C(=O)([O-])[O-].[Na+].[Na+].Cl.[OH-].[Na+]. (6) Given the product [NH2:1][C:2]1[C:3]([C:9]([OH:11])=[O:10])=[N:4][C:5]([Br:8])=[CH:6][CH:7]=1, predict the reactants needed to synthesize it. The reactants are: [NH2:1][C:2]1[C:3]([C:9]([O:11]C)=[O:10])=[N:4][C:5]([Br:8])=[CH:6][CH:7]=1.C1COCC1.[OH-].[Li+].Cl. (7) Given the product [CH3:24][S:25]([O:11][CH2:10][C@@H:9]([NH:8][C:6]1[C:5]([F:16])=[CH:4][N:3]=[C:2]([Cl:1])[N:7]=1)[C:12]([CH3:13])([CH3:15])[CH3:14])(=[O:27])=[O:26], predict the reactants needed to synthesize it. The reactants are: [Cl:1][C:2]1[N:7]=[C:6]([NH:8][C@@H:9]([C:12]([CH3:15])([CH3:14])[CH3:13])[CH2:10][OH:11])[C:5]([F:16])=[CH:4][N:3]=1.C(N(CC)CC)C.[CH3:24][S:25](Cl)(=[O:27])=[O:26].